This data is from Reaction yield outcomes from USPTO patents with 853,638 reactions. The task is: Predict the reaction yield, written as a fraction of the theoretical maximum amount of product (1.0 means a 100% yield; for example, 0.34 means a 34% yield). (1) The reactants are [F:1][C:2]1[CH:3]=[C:4]([N:9]2[CH2:13][C@H:12]([CH2:14]OS(C)(=O)=O)[O:11][C:10]2=[O:20])[CH:5]=[CH:6][C:7]=1[I:8].[C:21]1(=[O:31])[NH:25][C:24](=[O:26])[C:23]2=[CH:27][CH:28]=[CH:29][CH:30]=[C:22]12.[K]. The catalyst is CN(C)C=O. The product is [F:1][C:2]1[CH:3]=[C:4]([N:9]2[CH2:13][C@@H:12]([CH2:14][N:25]3[C:21](=[O:31])[C:22]4[C:23](=[CH:27][CH:28]=[CH:29][CH:30]=4)[C:24]3=[O:26])[O:11][C:10]2=[O:20])[CH:5]=[CH:6][C:7]=1[I:8]. The yield is 0.940. (2) The reactants are [F:1][C:2]1[CH:3]=[C:4]([C:10]2[C:15]([C:16]3[CH:21]=[CH:20][C:19]([O:22][CH3:23])=[C:18]([F:24])[CH:17]=3)=[N:14][NH:13][C:12](=[O:25])[CH:11]=2)[CH:5]=[CH:6][C:7]=1[O:8][CH3:9].[CH2:26](Br)[C:27]1[CH:32]=[CH:31][CH:30]=[CH:29][CH:28]=1. No catalyst specified. The product is [CH2:26]([N:13]1[C:12](=[O:25])[CH:11]=[C:10]([C:4]2[CH:5]=[CH:6][C:7]([O:8][CH3:9])=[C:2]([F:1])[CH:3]=2)[C:15]([C:16]2[CH:21]=[CH:20][C:19]([O:22][CH3:23])=[C:18]([F:24])[CH:17]=2)=[N:14]1)[C:27]1[CH:32]=[CH:31][CH:30]=[CH:29][CH:28]=1. The yield is 0.999. (3) The reactants are [CH2:1]([C:4]1([O:19][CH2:20][CH:21]=C)[C:16]2[CH:15]=[C:14]([Br:17])[CH:13]=[CH:12][C:11]=2[C:10]2[C:5]1=[CH:6][C:7]([Br:18])=[CH:8][CH:9]=2)[CH:2]=C. The catalyst is C(Cl)Cl. The product is [Br:18][C:7]1[CH:8]=[CH:9][C:10]2[C:11]3[C:16](=[CH:15][C:14]([Br:17])=[CH:13][CH:12]=3)[C:4]3([O:19][CH2:20][CH:21]=[CH:2][CH2:1]3)[C:5]=2[CH:6]=1. The yield is 0.880. (4) The reactants are [Cl:1][C:2]1[CH:3]=[C:4]([CH2:9][C:10]([OH:12])=[O:11])[CH:5]=[CH:6][C:7]=1[OH:8].S(=O)(=O)(O)O.[CH3:18]O. No catalyst specified. The product is [Cl:1][C:2]1[CH:3]=[C:4]([CH2:9][C:10]([O:12][CH3:18])=[O:11])[CH:5]=[CH:6][C:7]=1[OH:8]. The yield is 0.990. (5) The reactants are [CH3:1][C@@:2]12[C:18](=O)[CH2:17][CH2:16][C@H:15]1[C@H:14]1[C@@H:5]([C:6]3[C:11]([CH2:12][CH2:13]1)=[CH:10][C:9]([OH:20])=[C:8]([O:21][CH3:22])[CH:7]=3)[CH2:4][CH2:3]2.O.NN.[OH-].[K+].Cl. The catalyst is C(O)CO.C(O)CCC. The product is [CH3:22][O:21][C:8]1[C:9]([OH:20])=[CH:10][C:11]2[CH2:12][CH2:13][C@@H:14]3[C@@H:5]([C:6]=2[CH:7]=1)[CH2:4][CH2:3][C@@:2]1([CH3:1])[C@H:15]3[CH2:16][CH2:17][CH2:18]1. The yield is 0.720. (6) The reactants are [N:1]1([C:7]2[C:8]3[N:16]=[C:15]([C:17]4[CH:18]=[N:19][CH:20]=[CH:21][CH:22]=4)[S:14][C:9]=3[N:10]=[C:11]([NH2:13])[N:12]=2)[CH2:6][CH2:5][NH:4][CH2:3][CH2:2]1.[F:23][C:24]1[CH:34]=[CH:33][C:27]([O:28][CH2:29][C:30](O)=[O:31])=[CH:26][CH:25]=1. No catalyst specified. The product is [NH2:13][C:11]1[N:12]=[C:7]([N:1]2[CH2:6][CH2:5][N:4]([C:30](=[O:31])[CH2:29][O:28][C:27]3[CH:33]=[CH:34][C:24]([F:23])=[CH:25][CH:26]=3)[CH2:3][CH2:2]2)[C:8]2[N:16]=[C:15]([C:17]3[CH:18]=[N:19][CH:20]=[CH:21][CH:22]=3)[S:14][C:9]=2[N:10]=1. The yield is 0.670. (7) The reactants are [NH2:1][C@:2]([CH3:14])([CH2:5][CH2:6][C:7]1[N:8]([CH2:12][CH3:13])[CH:9]=[CH:10][CH:11]=1)[CH2:3][OH:4].[C:15](OC(OC(C)(C)C)=O)(OC(C)(C)C)=[O:16].C(N(CC)CC)C.O. The product is [CH3:14][C@@:2]1([CH2:5][CH2:6][C:7]2[N:8]([CH2:12][CH3:13])[CH:9]=[CH:10][CH:11]=2)[CH2:3][O:4][C:15](=[O:16])[NH:1]1. The catalyst is ClCCl.CN(C)C1C=CN=CC=1. The yield is 0.580.